From a dataset of Forward reaction prediction with 1.9M reactions from USPTO patents (1976-2016). Predict the product of the given reaction. (1) Given the reactants Cl[C:2]1[CH:7]=CC(NC(=O)OC(C)(C)C)=C[C:3]=1[N+]([O-])=O.[Cl:19][C:20]1[CH:26]=[CH:25][C:23]([NH2:24])=[CH:22][C:21]=1[N+:27]([O-])=O.C(OC(OC(C)(C)C)=O)(OC(C)(C)C)=O, predict the reaction product. The product is: [Cl:19][C:20]1[C:21]([NH:27][CH:2]([CH3:7])[CH3:3])=[CH:22][C:23]([NH2:24])=[CH:25][CH:26]=1. (2) The product is: [CH2:1]([O:5][C:6]([N:8]1[CH2:9][CH2:10][N:11]([C:14](=[O:44])[C@@H:15]([NH:25][C:26]([C:28]2[CH:37]=[C:36]([O:38][CH2:39][C:40]([N:70]3[CH2:71][CH2:72][CH2:73][C@H:69]3[C:67](=[O:68])[NH:66][CH:62]3[CH2:63][CH2:64][CH2:65]3)=[O:42])[C:35]3[C:30](=[CH:31][C:32]([CH3:43])=[CH:33][CH:34]=3)[CH:29]=2)=[O:27])[CH2:16][CH2:17][C:18]([O:20][C:21]([CH3:23])([CH3:22])[CH3:24])=[O:19])[CH2:12][CH2:13]1)=[O:7])[CH2:2][CH2:3][CH3:4]. Given the reactants [CH2:1]([O:5][C:6]([N:8]1[CH2:13][CH2:12][N:11]([C:14](=[O:44])[C@@H:15]([NH:25][C:26]([C:28]2[CH:37]=[C:36]([O:38][CH2:39][C:40]([OH:42])=O)[C:35]3[C:30](=[CH:31][C:32]([CH3:43])=[CH:33][CH:34]=3)[CH:29]=2)=[O:27])[CH2:16][CH2:17][C:18]([O:20][C:21]([CH3:24])([CH3:23])[CH3:22])=[O:19])[CH2:10][CH2:9]1)=[O:7])[CH2:2][CH2:3][CH3:4].C(Cl)CCl.FC1C(O)=C(F)C(F)=C(F)C=1F.Cl.[CH:62]1([NH:66][C:67]([C@@H:69]2[CH2:73][CH2:72][CH2:71][NH:70]2)=[O:68])[CH2:65][CH2:64][CH2:63]1, predict the reaction product. (3) Given the reactants [CH3:1][S:2]([C:5]1[CH:6]=[CH:7][C:8]([O:11][C:12]2[CH:13]=[C:14]3[C:18](=[C:19]([O:21][CH:22]4[CH2:27][CH2:26][O:25][CH2:24][CH2:23]4)[CH:20]=2)[NH:17][C:16]([C:28]2[S:29][CH:30]([CH2:33][C:34](O)=[O:35])[CH2:31][N:32]=2)=[CH:15]3)=[N:9][CH:10]=1)(=[O:4])=[O:3].N1(O)C2C=CC=CC=2N=N1.Cl.CN(C)CCCN=C=NCC.Cl.[NH:60]1[CH2:63][CH:62]([OH:64])[CH2:61]1, predict the reaction product. The product is: [CH3:1][S:2]([C:5]1[CH:6]=[CH:7][C:8]([O:11][C:12]2[CH:13]=[C:14]3[C:18](=[C:19]([O:21][CH:22]4[CH2:23][CH2:24][O:25][CH2:26][CH2:27]4)[CH:20]=2)[NH:17][C:16]([C:28]2[S:29][CH:30]([CH2:33][C:34]([N:60]4[CH2:63][CH:62]([OH:64])[CH2:61]4)=[O:35])[CH2:31][N:32]=2)=[CH:15]3)=[N:9][CH:10]=1)(=[O:4])=[O:3]. (4) Given the reactants [NH2:1][C:2]1[CH:7]=[C:6]([Cl:8])[CH:5]=[CH:4][C:3]=1[OH:9].[Cl:10][CH2:11][C:12](Cl)=[O:13], predict the reaction product. The product is: [Cl:10][CH2:11][C:12]([NH:1][C:2]1[CH:7]=[C:6]([Cl:8])[CH:5]=[CH:4][C:3]=1[OH:9])=[O:13]. (5) The product is: [Br:5][CH2:6][CH2:7][CH2:8][CH2:9][CH2:10][C:11]([O:12][CH2:16][C:17]#[CH:18])=[O:4]. Given the reactants C([OH:4])C#C.[Br:5][CH2:6][CH2:7][CH2:8][CH2:9][CH2:10][C:11](Cl)=[O:12].Cl.N1C=C[CH:18]=[CH:17][CH:16]=1, predict the reaction product. (6) Given the reactants [NH2:1][C:2]1[C:3]([F:28])=[C:4]([C:10]([C:12]2[CH:13]=[C:14]3[C:19](=[CH:20][CH:21]=2)[N:18]=[CH:17][C:16]([N:22]2[CH2:27][CH2:26][O:25][CH2:24][CH2:23]2)=[N:15]3)=[O:11])[C:5]([F:9])=[C:6]([F:8])[CH:7]=1.CCN(C(C)C)C(C)C.[F:38][C:39]([F:50])([F:49])[C:40]1[CH:41]=[C:42]([CH:46]=[CH:47][CH:48]=1)[C:43](Cl)=[O:44], predict the reaction product. The product is: [F:28][C:3]1[C:4]([C:10]([C:12]2[CH:13]=[C:14]3[C:19](=[CH:20][CH:21]=2)[N:18]=[CH:17][C:16]([N:22]2[CH2:27][CH2:26][O:25][CH2:24][CH2:23]2)=[N:15]3)=[O:11])=[C:5]([F:9])[C:6]([F:8])=[CH:7][C:2]=1[NH:1][C:43](=[O:44])[C:42]1[CH:46]=[CH:47][CH:48]=[C:40]([C:39]([F:38])([F:49])[F:50])[CH:41]=1. (7) Given the reactants [CH:1]([O:4][C:5]1[N:10]=[C:9]([N:11]2[CH2:16][CH2:15][O:14][CH2:13][CH2:12]2)[N:8]=[C:7]([C:17]2[CH:23]=[CH:22][C:20]([NH2:21])=[CH:19][CH:18]=2)[N:6]=1)([CH3:3])[CH3:2].[C:24]([C:28]1[CH:33]=[CH:32][C:31]([N:34]=[C:35]=[O:36])=[CH:30][CH:29]=1)([O:26][CH3:27])=[O:25], predict the reaction product. The product is: [CH:1]([O:4][C:5]1[N:10]=[C:9]([N:11]2[CH2:16][CH2:15][O:14][CH2:13][CH2:12]2)[N:8]=[C:7]([C:17]2[CH:23]=[CH:22][C:20]([NH:21][C:35]([NH:34][C:31]3[CH:32]=[CH:33][C:28]([C:24]([O:26][CH3:27])=[O:25])=[CH:29][CH:30]=3)=[O:36])=[CH:19][CH:18]=2)[N:6]=1)([CH3:3])[CH3:2].